This data is from Forward reaction prediction with 1.9M reactions from USPTO patents (1976-2016). The task is: Predict the product of the given reaction. (1) Given the reactants [H-].[Na+].[NH:3]1[CH:7]=[N:6][N:5]=[N:4]1.Br[CH2:9][CH2:10][CH2:11][Cl:12].CO, predict the reaction product. The product is: [Cl:12][CH2:11][CH2:10][CH2:9][N:3]1[CH:7]=[N:6][N:5]=[N:4]1. (2) Given the reactants [Cl:1][C:2]1[CH:3]=[CH:4][C:5]2[O:10]C(C#N)[O:8][C:7]([CH:19]3[CH2:24][CH2:23][CH2:22][CH2:21][CH2:20]3)([CH:13]3[CH2:18][CH2:17][CH2:16][CH2:15][CH2:14]3)[C:6]=2[CH:25]=1.Cl.[NH2:27][OH:28].C([N:31]([CH2:34][CH3:35])CC)C, predict the reaction product. The product is: [OH:28][NH:27][C:34]([CH:35]1[O:8][C:7]([CH:19]2[CH2:24][CH2:23][CH2:22][CH2:21][CH2:20]2)([CH:13]2[CH2:18][CH2:17][CH2:16][CH2:15][CH2:14]2)[C:6]2[CH:25]=[C:2]([Cl:1])[CH:3]=[CH:4][C:5]=2[O:10]1)=[NH:31].